This data is from Forward reaction prediction with 1.9M reactions from USPTO patents (1976-2016). The task is: Predict the product of the given reaction. (1) The product is: [CH3:29][O:28][C:14]1[CH:15]=[C:16]([CH:26]=[CH:27][C:13]=1[NH:12][C:4]1[N:3]=[C:2]([NH:30][C:31]2[CH:32]=[CH:33][C:34]([C@H:42]3[CH2:47][CH2:46][C@H:45]([N:48]4[CH2:53][CH2:52][N:51]([CH3:54])[CH2:50][CH2:49]4)[CH2:44][CH2:43]3)=[C:35]3[C:39]=2[C:38](=[O:40])[N:37]([CH3:41])[CH2:36]3)[C:7]([C:8]([F:11])([F:10])[F:9])=[CH:6][N:5]=1)[CH2:17][P:18](=[O:25])([O:22][CH2:23][CH3:24])[O:19][CH2:20][CH3:21]. Given the reactants Cl[C:2]1[C:7]([C:8]([F:11])([F:10])[F:9])=[CH:6][N:5]=[C:4]([NH:12][C:13]2[CH:27]=[CH:26][C:16]([CH2:17][P:18](=[O:25])([O:22][CH2:23][CH3:24])[O:19][CH2:20][CH3:21])=[CH:15][C:14]=2[O:28][CH3:29])[N:3]=1.[NH2:30][C:31]1[CH:32]=[CH:33][C:34]([C@H:42]2[CH2:47][CH2:46][C@H:45]([N:48]3[CH2:53][CH2:52][N:51]([CH3:54])[CH2:50][CH2:49]3)[CH2:44][CH2:43]2)=[C:35]2[C:39]=1[C:38](=[O:40])[N:37]([CH3:41])[CH2:36]2, predict the reaction product. (2) Given the reactants [F:1][C:2]([F:16])([F:15])[C:3]1[CH:8]=[CH:7][C:6]([C@:9]23[CH2:14][C@H:13]2[CH2:12][NH:11][CH2:10]3)=[CH:5][CH:4]=1.[Cl:17][CH:18]([CH3:31])[CH2:19][CH2:20][CH2:21][N:22]1[CH:27]=[C:26]([CH3:28])[C:25](=[O:29])[NH:24][C:23]1=[O:30].[Cl-].[NH4+], predict the reaction product. The product is: [ClH:17].[CH3:28][C:26]1[C:25](=[O:29])[NH:24][C:23](=[O:30])[N:22]([CH2:21][CH2:20][CH2:19][CH2:18][CH2:31][N:11]2[CH2:12][C@H:13]3[C@:9]([C:6]4[CH:5]=[CH:4][C:3]([C:2]([F:1])([F:15])[F:16])=[CH:8][CH:7]=4)([CH2:14]3)[CH2:10]2)[CH:27]=1. (3) Given the reactants [OH:1][CH2:2][CH2:3][CH2:4][C:5]1[CH:6]=[C:7]([C:18]2[CH:23]=[CH:22][C:21]([OH:24])=[CH:20][CH:19]=2)[CH:8]=[C:9]([C:11]2[CH:16]=[CH:15][C:14]([OH:17])=[CH:13][CH:12]=2)[CH:10]=1.[C:25]([OH:30])(=O)[C:26]([CH3:28])=[CH2:27], predict the reaction product. The product is: [CH3:27][C:26](=[CH2:28])[C:25]([O:24][C:21]1[CH:20]=[CH:19][C:18]([C:7]2[CH:6]=[C:5]([CH2:4][CH2:3][CH2:2][O:1][C:25](=[O:30])[C:26]([CH3:28])=[CH2:27])[CH:10]=[C:9]([C:11]3[CH:12]=[CH:13][C:14]([O:17][C:25](=[O:30])[C:26]([CH3:28])=[CH2:27])=[CH:15][CH:16]=3)[CH:8]=2)=[CH:23][CH:22]=1)=[O:30]. (4) Given the reactants [F:1][C:2]1[CH:3]=[C:4]([CH2:9][C:10]([NH:12][C@H:13]([C:15]([OH:17])=O)[CH3:14])=[O:11])[CH:5]=[C:6]([F:8])[CH:7]=1.[NH2:18][N:19]1[C:25](=[O:26])[CH:24]([CH:27]2[CH2:32][CH2:31][CH2:30][CH2:29][CH2:28]2)[C:23]2[CH:33]=[CH:34][CH:35]=[CH:36][C:22]=2[C:21]2[CH:37]=[CH:38][CH:39]=[CH:40][C:20]1=2, predict the reaction product. The product is: [F:8][C:6]1[CH:5]=[C:4]([CH2:9][C:10]([NH:12][C@H:13]([C:15]([NH:18][N:19]2[C:25](=[O:26])[CH:24]([CH:27]3[CH2:28][CH2:29][CH2:30][CH2:31][CH2:32]3)[C:23]3[CH:33]=[CH:34][CH:35]=[CH:36][C:22]=3[C:21]3[CH:37]=[CH:38][CH:39]=[CH:40][C:20]2=3)=[O:17])[CH3:14])=[O:11])[CH:3]=[C:2]([F:1])[CH:7]=1. (5) Given the reactants NC(=O)[C@H:3]([NH:7][C:8]1[N:9]=[N:10][C:11]([C:25]([NH2:27])=[O:26])=[C:12]([NH:14][C:15]2[CH:23]=[CH:22][CH:21]=[C:20]3[C:16]=2[CH:17]=[CH:18][N:19]3[CH3:24])[N:13]=1)[CH:4]([CH3:6])C.NCC1[NH:35][C:34](=[O:36])[CH2:33]C1.N[C@H](C(C)C)C(N)=O, predict the reaction product. The product is: [CH3:24][N:19]1[C:20]2[C:16](=[C:15]([NH:14][C:12]3[N:13]=[C:8]([NH:7][CH2:3][CH:4]4[CH2:6][CH2:33][C:34](=[O:36])[NH:35]4)[N:9]=[N:10][C:11]=3[C:25]([NH2:27])=[O:26])[CH:23]=[CH:22][CH:21]=2)[CH:17]=[CH:18]1. (6) Given the reactants [CH3:1][N:2]1[CH2:7][CH2:6][C:5]2[O:8][CH:9]=[C:10]([C:11]([OH:13])=O)[C:4]=2[C:3]1=[O:14].F[P-](F)(F)(F)(F)F.N1(OC(N(C)C)=[N+](C)C)C2N=CC=CC=2N=N1.[NH2:39][C:40]1[CH:45]=[CH:44][C:43]([CH3:46])=[CH:42][CH:41]=1.C(N(CC)CC)C, predict the reaction product. The product is: [CH3:1][N:2]1[CH2:7][CH2:6][C:5]2[O:8][CH:9]=[C:10]([C:11]([NH:39][C:40]3[CH:45]=[CH:44][C:43]([CH3:46])=[CH:42][CH:41]=3)=[O:13])[C:4]=2[C:3]1=[O:14]. (7) Given the reactants FC(F)(F)C(O)=O.C(O[BH-](OC(=O)C)OC(=O)C)(=O)C.[Na+].[F:22][C:23]1[CH:24]=[C:25]([S:30][C:31]2[CH:32]=[C:33]3[C:39]([NH2:40])=[N:38][NH:37][C:34]3=[N:35][CH:36]=2)[CH:26]=[C:27]([F:29])[CH:28]=1.[CH3:41][N:42]1[CH2:47][CH2:46][N:45]([C:48]2[CH:55]=[CH:54][C:51]([CH:52]=O)=[CH:50][CH:49]=2)[CH2:44][CH2:43]1, predict the reaction product. The product is: [F:22][C:23]1[CH:24]=[C:25]([S:30][C:31]2[CH:32]=[C:33]3[C:39]([NH:40][CH2:52][C:51]4[CH:50]=[CH:49][C:48]([N:45]5[CH2:44][CH2:43][N:42]([CH3:41])[CH2:47][CH2:46]5)=[CH:55][CH:54]=4)=[N:38][NH:37][C:34]3=[N:35][CH:36]=2)[CH:26]=[C:27]([F:29])[CH:28]=1.